Dataset: Reaction yield outcomes from USPTO patents with 853,638 reactions. Task: Predict the reaction yield, written as a fraction of the theoretical maximum amount of product (1.0 means a 100% yield; for example, 0.34 means a 34% yield). (1) The reactants are [Cl:1][C:2]1[C:10]([Cl:11])=[CH:9][CH:8]=[C:7](F)[C:3]=1[C:4]([NH2:6])=[O:5].C([O-])([O-])=O.[K+].[K+].[C:19]([NH:26][CH2:27][CH2:28][NH2:29])([O:21][C:22]([CH3:25])([CH3:24])[CH3:23])=[O:20].CC(N(C)C)=O. The catalyst is C(OCC)(=O)C. The product is [C:4]([C:3]1[C:2]([Cl:1])=[C:10]([Cl:11])[CH:9]=[CH:8][C:7]=1[NH:29][CH2:28][CH2:27][NH:26][C:19](=[O:20])[O:21][C:22]([CH3:24])([CH3:23])[CH3:25])(=[O:5])[NH2:6]. The yield is 0.820. (2) The reactants are [Br:1]N1C(=O)CCC1=O.[C:9]([O:13][C:14]([N:16]1[CH2:21][CH2:20][N:19]([C:22]2[C:23]3[CH:30]=[CH:29][C:28]([F:31])=[CH:27][C:24]=3[S:25][CH:26]=2)[CH2:18][CH2:17]1)=[O:15])([CH3:12])([CH3:11])[CH3:10]. The catalyst is C(Cl)(Cl)(Cl)Cl. The product is [C:9]([O:13][C:14]([N:16]1[CH2:17][CH2:18][N:19]([C:22]2[C:23]3[CH:30]=[CH:29][C:28]([F:31])=[CH:27][C:24]=3[S:25][C:26]=2[Br:1])[CH2:20][CH2:21]1)=[O:15])([CH3:12])([CH3:10])[CH3:11]. The yield is 0.940. (3) The reactants are [C:1]1([C:7]([C:21]2[CH:26]=[CH:25][CH:24]=[CH:23][CH:22]=2)([C:15]2[CH:20]=[CH:19][CH:18]=[CH:17][CH:16]=2)[N:8]2[CH2:13][CH2:12][C:11](=[O:14])[CH2:10][CH2:9]2)[CH:6]=[CH:5][CH:4]=[CH:3][CH:2]=1.N1CCCC1.[CH2:32]([O:34][C:35](=[O:44])[CH2:36][N:37]1[C:41]([CH:42]=O)=[CH:40][N:39]=[CH:38]1)[CH3:33]. The catalyst is C1C=CC=CC=1. The product is [CH2:32]([O:34][C:35]([CH2:36][N:37]1[C:41](/[CH:42]=[C:10]2\[CH2:9][N:8]([C:7]([C:1]3[CH:2]=[CH:3][CH:4]=[CH:5][CH:6]=3)([C:15]3[CH:16]=[CH:17][CH:18]=[CH:19][CH:20]=3)[C:21]3[CH:22]=[CH:23][CH:24]=[CH:25][CH:26]=3)[CH2:13][CH2:12][C:11]\2=[O:14])=[CH:40][N:39]=[CH:38]1)=[O:44])[CH3:33]. The yield is 0.190. (4) The reactants are Br[C:2]1[CH:3]=[C:4]([C:16]([F:19])([F:18])[F:17])[C:5]2[N:6]([C:8]([Cl:15])=[C:9]([C:11]([O:13][CH3:14])=[O:12])[N:10]=2)[CH:7]=1.[CH2:20](O)[CH2:21]C. The catalyst is CCOC(C)=O.C1C=CC(P(C2C=CC=CC=2)[C-]2C=CC=C2)=CC=1.C1C=CC(P(C2C=CC=CC=2)[C-]2C=CC=C2)=CC=1.Cl[Pd]Cl.[Fe+2].C(Cl)Cl. The product is [Cl:15][C:8]1[N:6]2[CH:7]=[C:2]([CH:20]=[CH2:21])[CH:3]=[C:4]([C:16]([F:19])([F:18])[F:17])[C:5]2=[N:10][C:9]=1[C:11]([O:13][CH3:14])=[O:12]. The yield is 1.00. (5) The reactants are [O:1]=[C:2]1[NH:10][C:5]2=[N:6][CH:7]=[CH:8][CH:9]=[C:4]2[N:3]1[CH:11]1[CH2:16][CH2:15][N:14](C(OC(C)(C)C)=O)[CH2:13][CH2:12]1.[ClH:24]. The catalyst is CO. The product is [ClH:24].[ClH:24].[NH:14]1[CH2:13][CH2:12][CH:11]([N:3]2[C:4]3[C:5](=[N:6][CH:7]=[CH:8][CH:9]=3)[NH:10][C:2]2=[O:1])[CH2:16][CH2:15]1. The yield is 0.840.